This data is from Full USPTO retrosynthesis dataset with 1.9M reactions from patents (1976-2016). The task is: Predict the reactants needed to synthesize the given product. The reactants are: [C:1]([C:3]1[CH:4]=[C:5]([C:13]2[O:17][N:16]=[C:15]([C:18]3[CH:27]=[CH:26][CH:25]=[C:24]4[C:19]=3[CH2:20][CH2:21][N:22]([C:28](=[O:39])[CH2:29][CH2:30][NH:31]C(=O)OC(C)(C)C)[CH2:23]4)[N:14]=2)[CH:6]=[CH:7][C:8]=1[O:9][CH:10]([CH3:12])[CH3:11])#[N:2].[ClH:40].CCOCC. Given the product [ClH:40].[NH2:31][CH2:30][CH2:29][C:28]([N:22]1[CH2:21][CH2:20][C:19]2[C:24](=[CH:25][CH:26]=[CH:27][C:18]=2[C:15]2[N:14]=[C:13]([C:5]3[CH:6]=[CH:7][C:8]([O:9][CH:10]([CH3:12])[CH3:11])=[C:3]([CH:4]=3)[C:1]#[N:2])[O:17][N:16]=2)[CH2:23]1)=[O:39], predict the reactants needed to synthesize it.